From a dataset of Peptide-MHC class II binding affinity with 134,281 pairs from IEDB. Regression. Given a peptide amino acid sequence and an MHC pseudo amino acid sequence, predict their binding affinity value. This is MHC class II binding data. (1) The peptide sequence is FTVVAAKPGFNNHEENGQSA. The MHC is DRB1_1501 with pseudo-sequence DRB1_1501. The binding affinity (normalized) is 0. (2) The peptide sequence is SDYVYEPFPKRVWEQ. The MHC is DRB1_1001 with pseudo-sequence DRB1_1001. The binding affinity (normalized) is 0.575. (3) The peptide sequence is INMPTAAAIAYGLDR. The MHC is HLA-DQA10102-DQB10602 with pseudo-sequence HLA-DQA10102-DQB10602. The binding affinity (normalized) is 0.869. (4) The peptide sequence is GIFLSVAAGNEAENA. The MHC is DRB1_0701 with pseudo-sequence DRB1_0701. The binding affinity (normalized) is 0.584. (5) The peptide sequence is KVGEVCSFYADPKRY. The MHC is DRB3_0101 with pseudo-sequence DRB3_0101. The binding affinity (normalized) is 0.385. (6) The peptide sequence is PELGMNASHCNEMSW. The MHC is HLA-DPA10201-DPB11401 with pseudo-sequence HLA-DPA10201-DPB11401. The binding affinity (normalized) is 0. (7) The peptide sequence is ALGIGTDSVILIKCDERGKM. The MHC is HLA-DQA10301-DQB10302 with pseudo-sequence HLA-DQA10301-DQB10302. The binding affinity (normalized) is 0.